This data is from Full USPTO retrosynthesis dataset with 1.9M reactions from patents (1976-2016). The task is: Predict the reactants needed to synthesize the given product. (1) Given the product [CH2:8]([O:12][C:13]1[CH:18]=[CH:17][C:16]([S:19]([N:22]2[CH:28]([C:29]([NH:31][OH:32])=[O:30])[CH2:7][CH2:6][N:3]([CH3:1])[CH2:4][CH2:5]2)(=[O:20])=[O:21])=[CH:15][CH:14]=1)[C:9]#[C:10][CH3:11], predict the reactants needed to synthesize it. The reactants are: [CH2:1]([N:3]([CH2:6][CH3:7])[CH2:4][CH3:5])C.[CH2:8]([O:12][C:13]1[CH:18]=[CH:17][C:16]([S:19]([N:22]2[CH:28]([C:29]([NH:31][OH:32])=[O:30])CCNCC2)(=[O:21])=[O:20])=[CH:15][CH:14]=1)[C:9]#[C:10][CH3:11].IC. (2) Given the product [C:33]([N:30]1[CH2:31][CH2:32][CH:27]([C:19]2[N:20]3[C:25]([C:24]([NH2:26])=[N:23][CH:22]=[N:21]3)=[C:17]([C:14]3[CH:15]=[CH:16][C:10]4[S:9][C:8]([CH2:1][C:2]5[CH:3]=[CH:4][CH:5]=[CH:6][CH:7]=5)=[N:12][C:11]=4[CH:13]=3)[CH:18]=2)[CH2:28][CH2:29]1)(=[O:35])[CH3:34], predict the reactants needed to synthesize it. The reactants are: [CH2:1]([C:8]1[S:9][C:10]2[CH:16]=[CH:15][C:14]([C:17]3[CH:18]=[C:19]([CH:27]4[CH2:32][CH2:31][NH:30][CH2:29][CH2:28]4)[N:20]4[C:25]=3[C:24]([NH2:26])=[N:23][CH:22]=[N:21]4)=[CH:13][C:11]=2[N:12]=1)[C:2]1[CH:7]=[CH:6][CH:5]=[CH:4][CH:3]=1.[C:33](Cl)(=[O:35])[CH3:34].